Predict the reactants needed to synthesize the given product. From a dataset of Full USPTO retrosynthesis dataset with 1.9M reactions from patents (1976-2016). (1) Given the product [CH3:37][O:36][C:29]1[CH:30]=[C:31]([O:34][CH3:35])[CH:32]=[CH:33][C:28]=1[CH2:27][N:26]1[C:21]([C:17]2[CH:18]=[CH:19][C:20]3[N:12]4[CH2:11][CH2:10][CH:9]([OH:8])[C:13]4=[CH:14][C:15]=3[CH:16]=2)=[C:22]([CH2:43][CH3:44])[CH:23]=[C:24]([C:39]([O:41][CH3:42])=[O:40])[C:25]1=[O:38], predict the reactants needed to synthesize it. The reactants are: [Si]([O:8][CH:9]1[C:13]2=[CH:14][C:15]3[CH:16]=[C:17]([C:21]4[N:26]([CH2:27][C:28]5[CH:33]=[CH:32][C:31]([O:34][CH3:35])=[CH:30][C:29]=5[O:36][CH3:37])[C:25](=[O:38])[C:24]([C:39]([O:41][CH3:42])=[O:40])=[CH:23][C:22]=4[CH2:43][CH3:44])[CH:18]=[CH:19][C:20]=3[N:12]2[CH2:11][CH2:10]1)(C(C)(C)C)(C)C.CCCC[N+](CCCC)(CCCC)CCCC.[F-]. (2) Given the product [CH3:24][C:23]1[CH:25]=[CH:26][C:20]([S:17]([O:9][CH2:8][CH2:7][N:5]2[CH:6]=[C:2]([I:1])[CH:3]=[N:4]2)(=[O:19])=[O:18])=[CH:21][CH:22]=1, predict the reactants needed to synthesize it. The reactants are: [I:1][C:2]1[CH:3]=[N:4][N:5]([CH2:7][CH2:8][OH:9])[CH:6]=1.C(N(CC)CC)C.[S:17](Cl)([C:20]1[CH:26]=[CH:25][C:23]([CH3:24])=[CH:22][CH:21]=1)(=[O:19])=[O:18]. (3) Given the product [ClH:17].[C:1]([C:5]1[CH:10]=[C:9]([C:11]2[CH:16]=[CH:15][C:14]([Cl:17])=[CH:13][C:12]=2[Cl:18])[C:8]([OH:19])=[C:7]([CH2:20][NH:26][C:22]([CH3:25])([CH3:24])[CH3:23])[CH:6]=1)([CH3:4])([CH3:3])[CH3:2], predict the reactants needed to synthesize it. The reactants are: [C:1]([C:5]1[CH:6]=[C:7]([CH:20]=O)[C:8]([OH:19])=[C:9]([C:11]2[CH:16]=[CH:15][C:14]([Cl:17])=[CH:13][C:12]=2[Cl:18])[CH:10]=1)([CH3:4])([CH3:3])[CH3:2].[C:22]([NH2:26])([CH3:25])([CH3:24])[CH3:23]. (4) The reactants are: [CH3:1][C:2]1([CH3:28])[CH2:7][CH2:6][C:5]([C:8]2[CH:13]=[C:12]([C:14](O)([CH3:16])[CH3:15])[CH:11]=[CH:10][C:9]=2[NH:18][C:19]([C:21]2[NH:22][CH:23]=[C:24]([C:26]#[N:27])[N:25]=2)=[O:20])=[CH:4][CH2:3]1.O=S(Cl)Cl.[NH:33]1[CH2:38][CH2:37][S:36][CH2:35][CH2:34]1.CCOC(C)=O. Given the product [CH3:1][C:2]1([CH3:28])[CH2:7][CH2:6][C:5]([C:8]2[CH:13]=[C:12]([C:14]([CH3:16])([N:33]3[CH2:38][CH2:37][S:36][CH2:35][CH2:34]3)[CH3:15])[CH:11]=[CH:10][C:9]=2[NH:18][C:19]([C:21]2[NH:22][CH:23]=[C:24]([C:26]#[N:27])[N:25]=2)=[O:20])=[CH:4][CH2:3]1, predict the reactants needed to synthesize it. (5) Given the product [CH3:37][O:36][C:33]1[CH:34]=[CH:35][C:30]([O:29][CH2:2][C:3]2[CH:8]=[CH:7][C:6]([C:9]3[C:10]([NH:15][S:16]([C:19]4[CH:24]=[CH:23][CH:22]=[CH:21][C:20]=4[C:25]([F:28])([F:27])[F:26])(=[O:18])=[O:17])=[N:11][CH:12]=[CH:13][N:14]=3)=[CH:5][CH:4]=2)=[CH:31][CH:32]=1, predict the reactants needed to synthesize it. The reactants are: Cl[CH2:2][C:3]1[CH:8]=[CH:7][C:6]([C:9]2[C:10]([NH:15][S:16]([C:19]3[CH:24]=[CH:23][CH:22]=[CH:21][C:20]=3[C:25]([F:28])([F:27])[F:26])(=[O:18])=[O:17])=[N:11][CH:12]=[CH:13][N:14]=2)=[CH:5][CH:4]=1.[OH:29][C:30]1[CH:35]=[CH:34][C:33]([O:36][CH3:37])=[CH:32][CH:31]=1. (6) Given the product [Br:1][C:2]1[CH:3]=[CH:4][C:5]2[CH2:8][CH2:9][C:10]3[C:18]([F:19])=[CH:17][CH:16]=[CH:15][C:11]=3[C:12](=[O:14])[C:6]=2[CH:7]=1, predict the reactants needed to synthesize it. The reactants are: [Br:1][C:2]1[CH:7]=[CH:6][C:5]([CH2:8][CH2:9][C:10]2[C:18]([F:19])=[CH:17][CH:16]=[CH:15][C:11]=2[C:12]([OH:14])=O)=[CH:4][CH:3]=1.